Predict the reactants needed to synthesize the given product. From a dataset of Full USPTO retrosynthesis dataset with 1.9M reactions from patents (1976-2016). Given the product [CH2:1]([C:5]1[N:6]=[C:7]([CH2:27][CH3:28])[N:8]([C:29]2[CH:34]=[CH:33][CH:32]=[CH:31][CH:30]=2)[C:9](=[O:26])[C:10]=1[CH2:11][C:12]1[CH:17]=[CH:16][C:15]([C:18]2[C:19]([C:24]#[N:25])=[CH:20][CH:21]=[CH:22][CH:23]=2)=[CH:14][CH:13]=1)[CH2:2][CH2:3][CH3:4], predict the reactants needed to synthesize it. The reactants are: [CH2:1]([C:5]1[N:6]=[C:7]([CH2:27][CH3:28])[NH:8][C:9](=[O:26])[C:10]=1[CH2:11][C:12]1[CH:17]=[CH:16][C:15]([C:18]2[C:19]([C:24]#[N:25])=[CH:20][CH:21]=[CH:22][CH:23]=2)=[CH:14][CH:13]=1)[CH2:2][CH2:3][CH3:4].[C:29]1(B(O)O)[CH:34]=[CH:33][CH:32]=[CH:31][CH:30]=1.N1C=CC=CC=1.C(N(CC)CC)C.